Dataset: Catalyst prediction with 721,799 reactions and 888 catalyst types from USPTO. Task: Predict which catalyst facilitates the given reaction. (1) Reactant: [NH2:1][N:2]1[C:7](=[O:8])[C:6]([C:9]2[NH:14][C:13]3[CH:15]=[CH:16][CH:17]=[CH:18][C:12]=3[S:11](=[O:20])(=[O:19])[N:10]=2)=[C:5]([OH:21])[C:4]2[S:22][CH:23]=[CH:24][C:3]1=2.[CH3:25][C:26]1[CH:33]=[CH:32][CH:31]=[CH:30][C:27]=1[CH:28]=O. Product: [O:19]=[S:11]1(=[O:20])[C:12]2[CH:18]=[CH:17][CH:16]=[CH:15][C:13]=2[NH:14][C:9]([C:6]2[C:7](=[O:8])[N:2]([N:1]=[CH:25][C:26]3[CH:33]=[CH:32][CH:31]=[CH:30][C:27]=3[CH3:28])[C:3]3[CH:24]=[CH:23][S:22][C:4]=3[C:5]=2[OH:21])=[N:10]1. The catalyst class is: 80. (2) Reactant: [C:1]1([C:7]2[C:16]([CH2:17][N:18]3[CH2:23][CH2:22][N:21]([S:24](=[O:27])(=[O:26])[NH2:25])[CH2:20][CH2:19]3)=[C:15]([C:28](O)=[O:29])[C:14]3[C:9](=[CH:10][CH:11]=[CH:12][CH:13]=3)[N:8]=2)[CH:6]=[CH:5][CH:4]=[CH:3][CH:2]=1.C(N(CC)CC)C.F[P-](F)(F)(F)(F)F.N1(OC(N(C)C)=[N+](C)C)C2C=CC=CC=2N=N1.[C:62]1([C@@H:68]([NH2:71])[CH2:69][CH3:70])[CH:67]=[CH:66][CH:65]=[CH:64][CH:63]=1. Product: [C:62]1([C@@H:68]([NH:71][C:28]([C:15]2[C:14]3[C:9](=[CH:10][CH:11]=[CH:12][CH:13]=3)[N:8]=[C:7]([C:1]3[CH:6]=[CH:5][CH:4]=[CH:3][CH:2]=3)[C:16]=2[CH2:17][N:18]2[CH2:23][CH2:22][N:21]([S:24](=[O:26])(=[O:27])[NH2:25])[CH2:20][CH2:19]2)=[O:29])[CH2:69][CH3:70])[CH:67]=[CH:66][CH:65]=[CH:64][CH:63]=1. The catalyst class is: 168. (3) The catalyst class is: 148. Product: [CH2:15]([O:17][C:18](=[O:25])[CH:19]([C:11]1[N:10]=[N:9][C:8]([Cl:7])=[CH:13][CH:12]=1)[C:20]([O:22][CH2:23][CH3:24])=[O:21])[CH3:16]. Reactant: C(=O)([O-])[O-].[Cs+].[Cs+].[Cl:7][C:8]1[N:9]=[N:10][C:11](Cl)=[CH:12][CH:13]=1.[CH2:15]([O:17][C:18](=[O:25])[CH2:19][C:20]([O:22][CH2:23][CH3:24])=[O:21])[CH3:16].O. (4) Reactant: C([O:4][C@H:5]1[CH2:22][CH2:21][C@@:20]2([CH3:23])[C@@H:7]([CH2:8][CH2:9][C@:10]3([CH3:44])[C@@H:19]2[CH2:18][CH2:17][C@H:16]2[C@@:11]3([CH3:43])[CH2:12][CH2:13][C@@:14]3([C:30]([N:32]4[CH2:37][CH2:36][C:35]([CH2:41][CH3:42])([C:38]([OH:40])=[O:39])[CH2:34][CH2:33]4)=[O:31])[CH2:26][CH2:25][C@@H:24]([C:27]([CH3:29])=[CH2:28])[C@@H:15]32)[C:6]1([CH3:46])[CH3:45])(=O)C.C1COCC1.[OH-].[Na+]. Product: [CH2:41]([C:35]1([C:38]([OH:40])=[O:39])[CH2:34][CH2:33][N:32]([C:30]([C@:14]23[CH2:26][CH2:25][C@@H:24]([C:27]([CH3:29])=[CH2:28])[C@@H:15]2[C@@H:16]2[C@@:11]([CH3:43])([CH2:12][CH2:13]3)[C@@:10]3([CH3:44])[C@@H:19]([C@:20]4([CH3:23])[C@@H:7]([CH2:8][CH2:9]3)[C:6]([CH3:46])([CH3:45])[C@@H:5]([OH:4])[CH2:22][CH2:21]4)[CH2:18][CH2:17]2)=[O:31])[CH2:37][CH2:36]1)[CH3:42]. The catalyst class is: 5. (5) Product: [C:8]([O:12][C:13]([N:15]1[CH2:16][CH2:17][N:18]([CH2:21][CH:22]2[CH2:27][CH2:26][CH2:25][CH2:24][NH:23]2)[CH2:19][CH2:20]1)=[O:14])([CH3:11])([CH3:9])[CH3:10]. Reactant: C1CCC=CC=1.O.[C:8]([O:12][C:13]([N:15]1[CH2:20][CH2:19][N:18]([CH2:21][CH:22]2[CH2:27][CH2:26][CH2:25][CH2:24][N:23]2C(OCC2C=CC=CC=2)=O)[CH2:17][CH2:16]1)=[O:14])([CH3:11])([CH3:10])[CH3:9]. The catalyst class is: 50. (6) The catalyst class is: 53. Product: [C:1]([N:8]1[C:20]2[CH:19]=[CH:18][C:17]([CH2:21][Br:22])=[CH:16][C:15]=2[C:14]2[C:9]1=[CH:10][CH:11]=[CH:12][CH:13]=2)([O:3][C:4]([CH3:7])([CH3:6])[CH3:5])=[O:2]. Reactant: [C:1]([N:8]1[C:20]2[CH:19]=[CH:18][C:17]([CH3:21])=[CH:16][C:15]=2[C:14]2[C:9]1=[CH:10][CH:11]=[CH:12][CH:13]=2)([O:3][C:4]([CH3:7])([CH3:6])[CH3:5])=[O:2].[Br:22]N1C(=O)CCC1=O.C(OOC(=O)C1C=CC=CC=1)(=O)C1C=CC=CC=1. (7) Reactant: [BH4-].[Na+].[Cl:3][C:4]1[CH:9]=[CH:8][CH:7]=[CH:6][C:5]=1[CH2:10][CH2:11][N:12]([CH2:20][CH2:21][CH2:22][CH2:23][C:24]([C:26]1[CH:37]=[CH:36][C:29]2[N:30]([CH3:35])[C:31](=[O:34])[N:32]([CH3:33])[C:28]=2[CH:27]=1)=[O:25])[C:13](=[O:19])[O:14][C:15]([CH3:18])([CH3:17])[CH3:16].[Cl-].[NH4+]. Product: [Cl:3][C:4]1[CH:9]=[CH:8][CH:7]=[CH:6][C:5]=1[CH2:10][CH2:11][N:12]([CH2:20][CH2:21][CH2:22][CH2:23][CH:24]([C:26]1[CH:37]=[CH:36][C:29]2[N:30]([CH3:35])[C:31](=[O:34])[N:32]([CH3:33])[C:28]=2[CH:27]=1)[OH:25])[C:13](=[O:19])[O:14][C:15]([CH3:18])([CH3:16])[CH3:17]. The catalyst class is: 5. (8) Reactant: [Cl:1][C:2]1[CH:7]=[CH:6][C:5]([C:8]2[O:9][C:10]3[CH:21]=[CH:20][C:19]([O:22][CH:23]([CH3:25])[CH3:24])=[CH:18][C:11]=3[C:12]=2[C:13]([O:15][CH2:16][CH3:17])=[O:14])=[CH:4][CH:3]=1.[N+:26]([O-])([OH:28])=[O:27]. Product: [Cl:1][C:2]1[CH:7]=[CH:6][C:5]([C:8]2[O:9][C:10]3[CH:21]=[C:20]([N+:26]([O-:28])=[O:27])[C:19]([O:22][CH:23]([CH3:24])[CH3:25])=[CH:18][C:11]=3[C:12]=2[C:13]([O:15][CH2:16][CH3:17])=[O:14])=[CH:4][CH:3]=1. The catalyst class is: 146. (9) Reactant: [CH3:1][N:2]([C:10]([C:12]1[CH:17]=[CH:16][C:15]([NH:18][CH:19]([C:24]2[CH:28]=[C:27]([C:29]3[CH:34]=[CH:33][CH:32]=[CH:31][CH:30]=3)[O:26][C:25]=2[CH3:35])[CH2:20][CH:21]([CH3:23])[CH3:22])=[CH:14][CH:13]=1)=[O:11])[CH2:3][CH2:4][C:5]([O:7]CC)=[O:6].O1CCCC1.[OH-].[Li+]. Product: [CH3:1][N:2]([C:10]([C:12]1[CH:13]=[CH:14][C:15]([NH:18][CH:19]([C:24]2[CH:28]=[C:27]([C:29]3[CH:30]=[CH:31][CH:32]=[CH:33][CH:34]=3)[O:26][C:25]=2[CH3:35])[CH2:20][CH:21]([CH3:23])[CH3:22])=[CH:16][CH:17]=1)=[O:11])[CH2:3][CH2:4][C:5]([OH:7])=[O:6]. The catalyst class is: 8. (10) Reactant: [Cl:1][C:2]1[CH:3]=[C:4]([CH:6]=[CH:7][C:8]=1[CH3:9])[NH2:5].B(Cl)(Cl)Cl.[Cl:14][CH2:15][C:16]#N.[Cl-].C([Al+]CC)C.Cl.C(OCC)(=[O:27])C. Product: [NH2:5][C:4]1[CH:3]=[C:2]([Cl:1])[C:8]([CH3:9])=[CH:7][C:6]=1[C:16](=[O:27])[CH2:15][Cl:14]. The catalyst class is: 325.